From a dataset of Catalyst prediction with 721,799 reactions and 888 catalyst types from USPTO. Predict which catalyst facilitates the given reaction. Reactant: I[C:2]1[N:3]=[CH:4][N:5](S(N(C)C)(=O)=O)[CH:6]=1.C([Mg]Br)C.[CH3:17][O:18][C:19]1[C:26]([N+:27]([O-:29])=[O:28])=[CH:25][C:22]([CH:23]=[O:24])=[CH:21][CH:20]=1. Product: [CH2:19]([OH:18])[CH3:20].[NH3:3].[NH:5]1[CH:6]=[C:2]([CH:23]([C:22]2[CH:21]=[CH:20][C:19]([O:18][CH3:17])=[C:26]([N+:27]([O-:29])=[O:28])[CH:25]=2)[OH:24])[N:3]=[CH:4]1. The catalyst class is: 4.